This data is from Peptide-MHC class II binding affinity with 134,281 pairs from IEDB. The task is: Regression. Given a peptide amino acid sequence and an MHC pseudo amino acid sequence, predict their binding affinity value. This is MHC class II binding data. (1) The peptide sequence is CTDKMFFVKNPTDTG. The binding affinity (normalized) is 0.415. The MHC is HLA-DQA10201-DQB10402 with pseudo-sequence HLA-DQA10201-DQB10402. (2) The peptide sequence is GNCTTNILEAKYWCP. The binding affinity (normalized) is 0.369. The MHC is DRB1_0901 with pseudo-sequence DRB1_0901. (3) The peptide sequence is EKKYFAATQFEDLAA. The MHC is DRB1_1602 with pseudo-sequence DRB1_1602. The binding affinity (normalized) is 0.555.